This data is from Catalyst prediction with 721,799 reactions and 888 catalyst types from USPTO. The task is: Predict which catalyst facilitates the given reaction. (1) Reactant: [NH:1]1[CH2:6][CH2:5][O:4][CH2:3][CH2:2]1.[C:7]([NH:11][C:12]([C:14]1[S:47][C:17]2[N:18]=[C:19]([C:41]3[CH:46]=[CH:45][CH:44]=[CH:43][CH:42]=3)[N:20]=[C:21]([C:22]3[CH:27]=[CH:26][CH:25]=[C:24]([NH:28][C:29](OC4C=CC([N+]([O-])=O)=CC=4)=[O:30])[CH:23]=3)[C:16]=2[C:15]=1[NH2:48])=[O:13])([CH3:10])([CH3:9])[CH3:8]. Product: [C:7]([NH:11][C:12]([C:14]1[S:47][C:17]2[N:18]=[C:19]([C:41]3[CH:42]=[CH:43][CH:44]=[CH:45][CH:46]=3)[N:20]=[C:21]([C:22]3[CH:27]=[CH:26][CH:25]=[C:24]([NH:28][C:29]([N:1]4[CH2:6][CH2:5][O:4][CH2:3][CH2:2]4)=[O:30])[CH:23]=3)[C:16]=2[C:15]=1[NH2:48])=[O:13])([CH3:10])([CH3:8])[CH3:9]. The catalyst class is: 4. (2) Reactant: [N:1]1[CH:6]=[CH:5][CH:4]=[CH:3][C:2]=1[O:7][CH2:8][C:9]1[CH:27]=[CH:26][C:12]([CH2:13][C:14]2[CH:18]=[C:17]([C:19]3[C:20]([NH2:25])=[N:21][CH:22]=[CH:23][CH:24]=3)[O:16][N:15]=2)=[CH:11][CH:10]=1.[BrH:28]. Product: [BrH:28].[BrH:28].[N:1]1[CH:6]=[CH:5][CH:4]=[CH:3][C:2]=1[O:7][CH2:8][C:9]1[CH:27]=[CH:26][C:12]([CH2:13][C:14]2[CH:18]=[C:17]([C:19]3[C:20]([NH2:25])=[N:21][CH:22]=[CH:23][CH:24]=3)[O:16][N:15]=2)=[CH:11][CH:10]=1. The catalyst class is: 125.